From a dataset of Full USPTO retrosynthesis dataset with 1.9M reactions from patents (1976-2016). Predict the reactants needed to synthesize the given product. (1) Given the product [CH2:20]([C:19]1[O:1][C:2]2[C:3]([C:9](=[O:18])[C:10]=1[C:11]1[CH:16]=[CH:15][C:14]([OH:17])=[CH:13][CH:12]=1)=[CH:4][CH:5]=[C:6]([OH:8])[CH:7]=2)[CH2:21][CH2:22][CH3:23], predict the reactants needed to synthesize it. The reactants are: [OH:1][C:2]1[CH:7]=[C:6]([OH:8])[CH:5]=[CH:4][C:3]=1[C:9](=[O:18])[CH2:10][C:11]1[CH:16]=[CH:15][C:14]([OH:17])=[CH:13][CH:12]=1.[C:19](O[C:19](=O)[CH2:20][CH2:21][CH2:22][CH3:23])(=O)[CH2:20][CH2:21][CH2:22][CH3:23].O.Cl. (2) Given the product [C:13]([O:12][CH2:11][CH2:10][N:8]([CH2:1][C:2]1[CH:7]=[CH:6][CH:5]=[CH:4][CH:3]=1)[CH3:9])(=[O:20])[C:14]1[CH:19]=[CH:18][CH:17]=[CH:16][CH:15]=1, predict the reactants needed to synthesize it. The reactants are: [CH2:1]([N:8]([CH2:10][CH2:11][OH:12])[CH3:9])[C:2]1[CH:7]=[CH:6][CH:5]=[CH:4][CH:3]=1.[C:13](OCCC)(=[O:20])[C:14]1[CH:19]=[CH:18][CH:17]=[CH:16][CH:15]=1.[OH-].[K+].